Dataset: Full USPTO retrosynthesis dataset with 1.9M reactions from patents (1976-2016). Task: Predict the reactants needed to synthesize the given product. (1) Given the product [CH:1]1([CH:4]([N:24]2[CH:23]=[CH:22][N:26]=[CH:25]2)[C:6]2[CH:11]=[CH:10][C:9]([C:12]3[C:21]4[C:16](=[CH:17][CH:18]=[CH:19][CH:20]=4)[CH:15]=[CH:14][CH:13]=3)=[N:8][CH:7]=2)[CH2:3][CH2:2]1, predict the reactants needed to synthesize it. The reactants are: [CH:1]1([CH:4]([C:6]2[CH:7]=[N:8][C:9]([C:12]3[C:21]4[C:16](=[CH:17][CH:18]=[CH:19][CH:20]=4)[CH:15]=[CH:14][CH:13]=3)=[CH:10][CH:11]=2)O)[CH2:3][CH2:2]1.[CH:22]1[N:26]=[CH:25][N:24](C([N:24]2[CH:25]=[N:26][CH:22]=[CH:23]2)=O)[CH:23]=1. (2) Given the product [C:25]([Si:22]([O:21][C:19]1[CH:18]=[CH:17][C:16]([CH:38]2[CH2:42][CH2:3][C:2](=[CH2:5])[CH2:1][CH2:39]2)=[C:15]([O:14][Si:7]([C:10]([CH3:11])([CH3:13])[CH3:12])([CH3:9])[CH3:8])[CH:20]=1)([CH3:24])[CH3:23])([CH3:26])([CH3:27])[CH3:28], predict the reactants needed to synthesize it. The reactants are: [CH3:1][C:2]([CH3:5])([O-])[CH3:3].[K+].[Si:7]([O:14][C:15]1[CH:20]=[C:19]([O:21][Si:22]([C:25]([CH3:28])([CH3:27])[CH3:26])([CH3:24])[CH3:23])[CH:18]=[CH:17][C:16]=1C1CCC(=O)CC1)([C:10]([CH3:13])([CH3:12])[CH3:11])([CH3:9])[CH3:8].[Cl-].[NH4+].[CH2:38]1[CH2:42]OC[CH2:39]1. (3) Given the product [C:1]1([C:19]2[CH:24]=[CH:23][CH:22]=[CH:21][CH:20]=2)[CH:6]=[CH:5][C:4]([C:7]2[NH:11][C:10]3[CH:12]=[CH:13][CH:14]=[C:15]([C:16]([NH2:26])=[O:17])[C:9]=3[N:8]=2)=[CH:3][CH:2]=1, predict the reactants needed to synthesize it. The reactants are: [C:1]1([C:19]2[CH:24]=[CH:23][CH:22]=[CH:21][CH:20]=2)[CH:6]=[CH:5][C:4]([C:7]2[NH:11][C:10]3[CH:12]=[CH:13][CH:14]=[C:15]([C:16](O)=[O:17])[C:9]=3[N:8]=2)=[CH:3][CH:2]=1.C[N:26]1CCOCC1.ClC(OCC(C)C)=O. (4) Given the product [CH:1]([C:4]1[C:12]([OH:13])=[CH:11][CH:10]=[C:9]2[C:5]=1[CH:6]=[N:7][NH:8]2)([CH3:3])[CH3:2], predict the reactants needed to synthesize it. The reactants are: [CH:1]([C:4]1[C:12]([O:13]C2CCCCO2)=[CH:11][CH:10]=[C:9]2[C:5]=1[CH:6]=[N:7][N:8]2C1CCCCO1)([CH3:3])[CH3:2].C(C1C(O)=CC=C2C=1C=NN2C1CCCCO1)(C)C.FC(F)(F)C(O)=O.C(=O)([O-])O.[Na+].